From a dataset of Peptide-MHC class II binding affinity with 134,281 pairs from IEDB. Regression. Given a peptide amino acid sequence and an MHC pseudo amino acid sequence, predict their binding affinity value. This is MHC class II binding data. (1) The peptide sequence is SKLKLLKGSETTVTE. The MHC is DRB1_0405 with pseudo-sequence DRB1_0405. The binding affinity (normalized) is 0.682. (2) The MHC is DRB1_0401 with pseudo-sequence DRB1_0401. The binding affinity (normalized) is 0. The peptide sequence is VINWKGKELKCGSGI. (3) The peptide sequence is SNLLRAIEAQQHLLQLTVWGIKQL. The MHC is HLA-DQA10201-DQB10202 with pseudo-sequence HLA-DQA10201-DQB10202. The binding affinity (normalized) is 0.362.